The task is: Predict the reactants needed to synthesize the given product.. This data is from Full USPTO retrosynthesis dataset with 1.9M reactions from patents (1976-2016). Given the product [Br:1][C:2]1[CH:7]=[CH:6][C:5]([C:8]2[O:12][N:11]=[C:10]([CH3:13])[C:9]=2/[CH:14]=[N:20]/[S:17]([CH3:16])(=[O:19])=[O:18])=[CH:4][CH:3]=1, predict the reactants needed to synthesize it. The reactants are: [Br:1][C:2]1[CH:7]=[CH:6][C:5]([C:8]2[O:12][N:11]=[C:10]([CH3:13])[C:9]=2[CH:14]=O)=[CH:4][CH:3]=1.[CH3:16][S:17]([NH2:20])(=[O:19])=[O:18].O.C1(C)C=CC(S(O)(=O)=O)=CC=1.